From a dataset of Forward reaction prediction with 1.9M reactions from USPTO patents (1976-2016). Predict the product of the given reaction. (1) Given the reactants [CH3:1][C:2]1([CH3:28])[O:6][C@@H:5]([CH2:7][O:8][C:9]2[CH:14]=[C:13]([CH3:15])[C:12]([C:16]3[CH:21]=[CH:20][CH:19]=[C:18]([C:22]([O:24]C)=[O:23])[C:17]=3[CH3:26])=[C:11]([CH3:27])[CH:10]=2)[CH2:4][O:3]1.CO.[OH-].[Na+], predict the reaction product. The product is: [CH3:1][C:2]1([CH3:28])[O:6][C@@H:5]([CH2:7][O:8][C:9]2[CH:14]=[C:13]([CH3:15])[C:12]([C:16]3[CH:21]=[CH:20][CH:19]=[C:18]([C:22]([OH:24])=[O:23])[C:17]=3[CH3:26])=[C:11]([CH3:27])[CH:10]=2)[CH2:4][O:3]1. (2) Given the reactants [CH2:1]([O:3][C:4]([C:6]1[C:10]([CH3:11])=[C:9](Br)[O:8][N:7]=1)=[O:5])[CH3:2].[C:13]([C:15]1[CH:20]=[CH:19][C:18](B(O)O)=[C:17]([F:24])[CH:16]=1)#[N:14], predict the reaction product. The product is: [CH2:1]([O:3][C:4]([C:6]1[C:10]([CH3:11])=[C:9]([C:18]2[CH:19]=[CH:20][C:15]([C:13]#[N:14])=[CH:16][C:17]=2[F:24])[O:8][N:7]=1)=[O:5])[CH3:2].